This data is from Full USPTO retrosynthesis dataset with 1.9M reactions from patents (1976-2016). The task is: Predict the reactants needed to synthesize the given product. Given the product [Br:1][C:2]1[CH:3]=[CH:4][C:5]([C:8]2[CH2:12][C@H:11]([CH2:13][N:15]3[CH2:20][CH2:19][O:18][CH2:17][CH2:16]3)[O:10][N:9]=2)=[N:6][CH:7]=1, predict the reactants needed to synthesize it. The reactants are: [Br:1][C:2]1[CH:3]=[CH:4][C:5]([C:8]2[CH2:12][C@H:11]([CH2:13]Cl)[O:10][N:9]=2)=[N:6][CH:7]=1.[NH:15]1[CH2:20][CH2:19][O:18][CH2:17][CH2:16]1.CS(C)=O.